This data is from Full USPTO retrosynthesis dataset with 1.9M reactions from patents (1976-2016). The task is: Predict the reactants needed to synthesize the given product. Given the product [CH2:1]([C:3]1[N:4]([CH2:20][CH:19]=[CH2:18])[C:5]2[C:10]([CH:11]=1)=[C:9]([C:12]([F:15])([F:13])[F:14])[C:8]([C:16]#[N:17])=[CH:7][CH:6]=2)[CH3:2], predict the reactants needed to synthesize it. The reactants are: [CH2:1]([C:3]1[NH:4][C:5]2[C:10]([CH:11]=1)=[C:9]([C:12]([F:15])([F:14])[F:13])[C:8]([C:16]#[N:17])=[CH:7][CH:6]=2)[CH3:2].[CH2:18](Br)[CH:19]=[CH2:20].